This data is from Full USPTO retrosynthesis dataset with 1.9M reactions from patents (1976-2016). The task is: Predict the reactants needed to synthesize the given product. (1) The reactants are: [Cl:1][C:2]1[CH:3]=[C:4]2[N:11]=[CH:10][CH2:9][N:5]2[C:6](=[O:8])[N:7]=1.[H-].[Na+].[C:14]([O:20]CCl)(=O)[C:15]([CH3:18])([CH3:17])[CH3:16].[CH3:23]N(C)C=O. Given the product [Cl:1][C:2]1[CH:3]=[C:4]2[N:11]([C:14](=[O:20])[C:15]([CH3:18])([CH3:17])[CH2:16][CH3:23])[CH:10]=[CH:9][N:5]2[C:6](=[O:8])[N:7]=1, predict the reactants needed to synthesize it. (2) Given the product [CH:5]1[C:6]([C:7]2[C:16](=[O:17])[C:15]3[C:14]([OH:18])=[CH:13][C:12]([OH:19])=[CH:11][C:10]=3[O:9][CH:8]=2)=[CH:1][CH:2]=[C:3]([OH:20])[CH:4]=1.[CH2:87]([OH:88])[C@H:57]1[O:58][C@@H:59]2[O:64][C@H:65]3[C@H:70]([OH:71])[C@@H:69]([OH:72])[C@@H:68]([O:73][C@H:74]4[C@H:80]([OH:81])[C@@H:79]([OH:82])[C@@H:77]([O:78][C@H:23]5[C@H:24]([OH:96])[C@@H:25]([OH:95])[C@@H:26]([O:28][C@H:29]6[C@H:34]([OH:35])[C@@H:33]([OH:36])[C@@H:32]([O:37][C@H:38]7[C@H:43]([OH:44])[C@@H:42]([OH:45])[C@@H:41]([O:46][C@H:47]8[C@H:52]([OH:53])[C@@H:51]([OH:54])[C@@H:50]([O:55][C@H:56]1[C@H:61]([OH:62])[C@H:60]2[OH:63])[O:49][C@@H:48]8[CH2:89][OH:90])[O:40][C@@H:39]7[CH2:91][OH:92])[O:31][C@@H:30]6[CH2:93][OH:94])[O:27][C@@H:22]5[CH2:21][OH:97])[O:76][C@@H:75]4[CH2:83][OH:84])[O:67][C@@H:66]3[CH2:85][OH:86].[C:98]([NH:101][C@H:102]([C:107]([OH:109])=[O:108])[CH2:103][CH2:104][S:105][CH3:106])(=[O:100])[CH3:99].[CH:5]1[C:6]([C:7]2[C:16](=[O:17])[C:15]3[C:14]([OH:18])=[CH:13][C:12]([OH:19])=[CH:11][C:10]=3[O:9][CH:8]=2)=[CH:1][CH:2]=[C:3]([OH:20])[CH:4]=1, predict the reactants needed to synthesize it. The reactants are: [CH:1]1[C:6]([C:7]2[C:16](=[O:17])[C:15]3[C:14]([OH:18])=[CH:13][C:12]([OH:19])=[CH:11][C:10]=3[O:9][CH:8]=2)=[CH:5][CH:4]=[C:3]([OH:20])[CH:2]=1.[CH2:21]([OH:97])[C@H:22]1[O:27][C@@H:26]2[O:28][C@H:29]3[C@H:34]([OH:35])[C@@H:33]([OH:36])[C@@H:32]([O:37][C@H:38]4[C@H:43]([OH:44])[C@@H:42]([OH:45])[C@@H:41]([O:46][C@H:47]5[C@H:52]([OH:53])[C@@H:51]([OH:54])[C@@H:50]([O:55][C@H:56]6[C@H:61]([OH:62])[C@@H:60]([OH:63])[C@@H:59]([O:64][C@H:65]7[C@H:70]([OH:71])[C@@H:69]([OH:72])[C@@H:68]([O:73][C@H:74]8[C@H:80]([OH:81])[C@@H:79]([OH:82])[C@@H:77]([O:78][C@H:23]1[C@H:24]([OH:96])[C@H:25]2[OH:95])[O:76][C@@H:75]8[CH2:83][OH:84])[O:67][C@@H:66]7[CH2:85][OH:86])[O:58][C@@H:57]6[CH2:87][OH:88])[O:49][C@@H:48]5[CH2:89][OH:90])[O:40][C@@H:39]4[CH2:91][OH:92])[O:31][C@@H:30]3[CH2:93][OH:94].[C:98]([NH:101][C@H:102]([C:107]([OH:109])=[O:108])[CH2:103][CH2:104][S:105][CH3:106])(=[O:100])[CH3:99]. (3) Given the product [CH2:1]([N:8]([C@@H:9]([C:11]1[CH:16]=[CH:15][CH:14]=[CH:13][CH:12]=1)[CH3:10])[C@@H:31]1[C:25]2[C:24](=[CH:29][C:28]([CH3:30])=[CH:27][CH:26]=2)[CH2:23][C@H:32]1[C:33]([O:35][C:36]([CH3:39])([CH3:38])[CH3:37])=[O:34])[C:2]1[CH:7]=[CH:6][CH:5]=[CH:4][CH:3]=1, predict the reactants needed to synthesize it. The reactants are: [CH2:1]([NH:8][C@@H:9]([C:11]1[CH:16]=[CH:15][CH:14]=[CH:13][CH:12]=1)[CH3:10])[C:2]1[CH:7]=[CH:6][CH:5]=[CH:4][CH:3]=1.C([Li])CCC.Br[CH2:23][C:24]1[CH:29]=[C:28]([CH3:30])[CH:27]=[CH:26][C:25]=1/[CH:31]=[CH:32]/[C:33]([O:35][C:36]([CH3:39])([CH3:38])[CH3:37])=[O:34].O. (4) Given the product [OH:1][C@@H:2]([CH3:26])[C@@H:3]([N:16]1[CH:20]=[C:19]([C:21]([NH2:28])=[O:23])[N:18]=[CH:17]1)[CH2:4][S:5][C:6]1[CH:15]=[CH:14][C:13]2[C:8](=[CH:9][CH:10]=[CH:11][CH:12]=2)[CH:7]=1, predict the reactants needed to synthesize it. The reactants are: [OH:1][C@@H:2]([CH3:26])[C@@H:3]([N:16]1[CH:20]=[C:19]([C:21]([O:23]CC)=O)[N:18]=[CH:17]1)[CH2:4][S:5][C:6]1[CH:15]=[CH:14][C:13]2[C:8](=[CH:9][CH:10]=[CH:11][CH:12]=2)[CH:7]=1.[OH-].[NH4+:28].